From a dataset of NCI-60 drug combinations with 297,098 pairs across 59 cell lines. Regression. Given two drug SMILES strings and cell line genomic features, predict the synergy score measuring deviation from expected non-interaction effect. Drug 1: CNC(=O)C1=CC=CC=C1SC2=CC3=C(C=C2)C(=NN3)C=CC4=CC=CC=N4. Drug 2: CC1=C(C(CCC1)(C)C)C=CC(=CC=CC(=CC(=O)O)C)C. Cell line: MCF7. Synergy scores: CSS=26.0, Synergy_ZIP=0.872, Synergy_Bliss=7.51, Synergy_Loewe=6.15, Synergy_HSA=9.41.